This data is from Catalyst prediction with 721,799 reactions and 888 catalyst types from USPTO. The task is: Predict which catalyst facilitates the given reaction. Reactant: [C:1]([O:5][C:6]([N:8]1[CH2:13][CH2:12][N:11]([C:14]2[C:19]([Cl:20])=[CH:18][C:17]([C:21]#[N:22])=[CH:16][N:15]=2)[CH2:10][CH2:9]1)=[O:7])([CH3:4])([CH3:3])[CH3:2].[N-:23]=[N+:24]=[N-:25].[Na+].[NH4+].[Cl-]. Product: [Cl:20][C:19]1[C:14]([N:11]2[CH2:12][CH2:13][N:8]([C:6]([O:5][C:1]([CH3:4])([CH3:2])[CH3:3])=[O:7])[CH2:9][CH2:10]2)=[N:15][CH:16]=[C:17]([C:21]2[N:23]=[N:24][NH:25][N:22]=2)[CH:18]=1. The catalyst class is: 3.